From a dataset of Peptide-MHC class I binding affinity with 185,985 pairs from IEDB/IMGT. Regression. Given a peptide amino acid sequence and an MHC pseudo amino acid sequence, predict their binding affinity value. This is MHC class I binding data. The peptide sequence is CPRIFSHSF. The MHC is HLA-B15:01 with pseudo-sequence HLA-B15:01. The binding affinity (normalized) is 0.546.